Dataset: Forward reaction prediction with 1.9M reactions from USPTO patents (1976-2016). Task: Predict the product of the given reaction. (1) Given the reactants [Br:1][C:2]1[CH:11]=[CH:10][C:9]2[N:8]=[CH:7][C:6]3[NH:12][C:13](=[O:26])[N:14]([C:15]4[CH:20]=[CH:19][C:18]([C:21]([CH3:25])([CH3:24])[C:22]#[N:23])=[CH:17][CH:16]=4)[C:5]=3[C:4]=2[CH:3]=1.C(N(CC)CC)C.[N:34]([CH2:37][C:38]1[CH:43]=[CH:42][CH:41]=[CH:40][CH:39]=1)=[C:35]=[O:36].O, predict the reaction product. The product is: [CH2:37]([NH:34][C:35]([N:12]1[C:6]2[CH:7]=[N:8][C:9]3[CH:10]=[CH:11][C:2]([Br:1])=[CH:3][C:4]=3[C:5]=2[N:14]([C:15]2[CH:20]=[CH:19][C:18]([C:21]([C:22]#[N:23])([CH3:24])[CH3:25])=[CH:17][CH:16]=2)[C:13]1=[O:26])=[O:36])[C:38]1[CH:43]=[CH:42][CH:41]=[CH:40][CH:39]=1. (2) Given the reactants [Cl:1][C:2]1[CH:7]=[C:6]([C:8]([F:20])([C:16]([F:19])([F:18])[F:17])[C:9]([F:15])([F:14])[C:10]([F:13])([F:12])[F:11])[CH:5]=[C:4]([Cl:21])[C:3]=1[N:22]1[CH:26]=[C:25]([C:27]2[CH:32]=[CH:31][C:30]([F:33])=[C:29]([N+:34]([O-])=O)[CH:28]=2)[N:24]=[N:23]1.[Sn](Cl)(Cl)(Cl)Cl.Cl, predict the reaction product. The product is: [Cl:21][C:4]1[CH:5]=[C:6]([C:8]([F:20])([C:16]([F:18])([F:19])[F:17])[C:9]([F:15])([F:14])[C:10]([F:13])([F:12])[F:11])[CH:7]=[C:2]([Cl:1])[C:3]=1[N:22]1[CH:26]=[C:25]([C:27]2[CH:32]=[CH:31][C:30]([F:33])=[C:29]([NH2:34])[CH:28]=2)[N:24]=[N:23]1. (3) The product is: [F:21][C:16]1[C:15]([C:13]2[N:12]([S:22]([C:25]3[CH:26]=[N:27][C:28]([CH3:31])=[CH:29][CH:30]=3)(=[O:23])=[O:24])[CH:11]=[C:10]([CH2:9][NH:7][CH3:6])[CH:14]=2)=[CH:20][CH:19]=[CH:18][N:17]=1. Given the reactants C(O[C:6](=O)[N:7]([CH2:9][C:10]1[CH:14]=[C:13]([C:15]2[C:16]([F:21])=[N:17][CH:18]=[CH:19][CH:20]=2)[N:12]([S:22]([C:25]2[CH:26]=[N:27][C:28]([CH3:31])=[CH:29][CH:30]=2)(=[O:24])=[O:23])[CH:11]=1)C)(C)(C)C.C(OCC)(=O)C.Cl, predict the reaction product. (4) Given the reactants [O:1]=[S:2]1(=[O:28])[C:7]2[CH:8]=[CH:9][CH:10]=[CH:11][C:6]=2[NH:5][C:4]([C:12]2[C:17](=[O:18])[N:16]([N:19]=[CH:20][CH:21]([CH3:23])C)[C:15]3[CH:24]=[CH:25][S:26][C:14]=3[C:13]=2[OH:27])=[N:3]1.CO.[BH4-].[Li+].Cl, predict the reaction product. The product is: [O:28]=[S:2]1(=[O:1])[C:7]2[CH:8]=[CH:9][CH:10]=[CH:11][C:6]=2[NH:5][C:4]([C:12]2[C:17](=[O:18])[N:16]([NH:19][CH:20]3[CH2:21][CH2:23][CH2:13][C@@H:12]([CH3:17])[CH2:4]3)[C:15]3[CH:24]=[CH:25][S:26][C:14]=3[C:13]=2[OH:27])=[N:3]1. (5) The product is: [CH2:1]([N:4]1[CH:8]=[CH:7][CH:6]=[C:5]1[C:9]([OH:11])=[O:10])[CH:2]=[CH2:3]. Given the reactants [CH2:1]([N:4]1[CH:8]=[CH:7][CH:6]=[C:5]1[C:9]([O:11]C)=[O:10])[CH:2]=[CH2:3].O1CCCC1.[OH-].[Li+], predict the reaction product. (6) Given the reactants [NH2:1][C@H:2]([C:5]([OH:7])=[O:6])[CH2:3][SH:4].[OH-].[Na+].Br[CH2:11][CH:12]1[CH2:17][CH2:16][CH2:15][CH2:14][CH2:13]1.[C:18](O[C:18]([O:20][C:21]([CH3:24])([CH3:23])[CH3:22])=[O:19])([O:20][C:21]([CH3:24])([CH3:23])[CH3:22])=[O:19], predict the reaction product. The product is: [CH:12]1([CH2:11][S:4][CH2:3][C@H:2]([NH:1][C:18]([O:20][C:21]([CH3:24])([CH3:23])[CH3:22])=[O:19])[C:5]([OH:7])=[O:6])[CH2:17][CH2:16][CH2:15][CH2:14][CH2:13]1.